Task: Predict the reaction yield, written as a fraction of the theoretical maximum amount of product (1.0 means a 100% yield; for example, 0.34 means a 34% yield).. Dataset: Reaction yield outcomes from USPTO patents with 853,638 reactions (1) The reactants are Br[C:2]1[C:3]2[C@H:15]3[C@:11]([CH3:16])([CH2:12][NH:13][CH2:14]3)[O:10][CH2:9][C:4]=2[C:5]([Cl:8])=[CH:6][CH:7]=1.[CH3:17][O-:18].[Na+].Cl. The catalyst is CO.[Cu]Br. The product is [ClH:8].[Cl:8][C:5]1[C:4]2[CH2:9][O:10][C@:11]3([CH3:16])[C@H:15]([C:3]=2[C:2]([O:18][CH3:17])=[CH:7][CH:6]=1)[CH2:14][NH:13][CH2:12]3. The yield is 0.210. (2) The reactants are [C:1]([O:5][C:6]([N:8]1[CH2:13][CH2:12][N:11]([C:14]2[C:19]([F:20])=[CH:18][C:17]([NH2:21])=[CH:16][C:15]=2[F:22])[CH2:10][CH2:9]1)=[O:7])([CH3:4])([CH3:3])[CH3:2].CC(C)=O.C(=O)(O)[O-].[Na+].Cl[C:33]([O:35][CH2:36][C:37]1[CH:42]=[CH:41][CH:40]=[CH:39][CH:38]=1)=[O:34]. The catalyst is O. The product is [C:1]([O:5][C:6]([N:8]1[CH2:9][CH2:10][N:11]([C:14]2[C:15]([F:22])=[CH:16][C:17]([NH:21][C:33]([O:35][CH2:36][C:37]3[CH:42]=[CH:41][CH:40]=[CH:39][CH:38]=3)=[O:34])=[CH:18][C:19]=2[F:20])[CH2:12][CH2:13]1)=[O:7])([CH3:4])([CH3:2])[CH3:3]. The yield is 0.900. (3) The reactants are [O-]S(S([O-])=O)=O.[Na+].[Na+].[C:9](/[C:11](=[N:17]/O)/[C:12]([O:14][CH2:15][CH3:16])=[O:13])#[N:10].C([O-])(O)=O.[Na+]. The catalyst is O. The product is [NH2:17][CH:11]([C:9]#[N:10])[C:12]([O:14][CH2:15][CH3:16])=[O:13]. The yield is 0.710.